This data is from Full USPTO retrosynthesis dataset with 1.9M reactions from patents (1976-2016). The task is: Predict the reactants needed to synthesize the given product. (1) Given the product [C:32]([O:31][C:29]([N:36]1[CH2:43][CH2:42][CH2:41][CH:37]1[C:38]([O:21][CH:19]([CH3:20])[CH:18]([CH:17]1[CH2:16][NH:15][C:14]2[N:13]=[C:12]([N:23]=[CH:24][N:25]([CH3:26])[CH3:27])[NH:11][C:10](=[O:28])[C:9]=2[N:8]1[C:6]([O:5][C:1]([CH3:4])([CH3:3])[CH3:2])=[O:7])[OH:22])=[O:39])=[O:30])([CH3:35])([CH3:34])[CH3:33], predict the reactants needed to synthesize it. The reactants are: [C:1]([O:5][C:6]([N:8]1[CH:17]([CH:18]([OH:22])[CH:19]([OH:21])[CH3:20])[CH2:16][NH:15][C:14]2[NH:13][C:12]([N:23]=[CH:24][N:25]([CH3:27])[CH3:26])=[N:11][C:10](=[O:28])[C:9]1=2)=[O:7])([CH3:4])([CH3:3])[CH3:2].[C:29]([N:36]1[CH2:43][CH2:42][CH2:41][C@H:37]1[C:38](O)=[O:39])([O:31][C:32]([CH3:35])([CH3:34])[CH3:33])=[O:30]. (2) Given the product [CH2:9]([N:16]1[C@H:17]([C:18](=[O:25])[NH:8][CH2:1][C:2]2[CH:7]=[CH:6][CH:5]=[CH:4][CH:3]=2)[CH2:23][CH2:22][C@@H:21]1[C:20]([OH:19])=[O:24])[C:10]1[CH:11]=[CH:12][CH:13]=[CH:14][CH:15]=1, predict the reactants needed to synthesize it. The reactants are: [CH2:1]([NH2:8])[C:2]1[CH:7]=[CH:6][CH:5]=[CH:4][CH:3]=1.[CH2:9]([N:16]1[CH:21]2[CH2:22][CH2:23][CH:17]1[C:18](=[O:25])[O:19][C:20]2=[O:24])[C:10]1[CH:15]=[CH:14][CH:13]=[CH:12][CH:11]=1.